From a dataset of TCR-epitope binding with 47,182 pairs between 192 epitopes and 23,139 TCRs. Binary Classification. Given a T-cell receptor sequence (or CDR3 region) and an epitope sequence, predict whether binding occurs between them. The epitope is YVLDHLIVV. The TCR CDR3 sequence is CASSRGPSRGSGANVLTF. Result: 0 (the TCR does not bind to the epitope).